This data is from Full USPTO retrosynthesis dataset with 1.9M reactions from patents (1976-2016). The task is: Predict the reactants needed to synthesize the given product. (1) The reactants are: [CH3:1][N:2]([CH3:6])[CH2:3][CH2:4][NH2:5].C[Al](C)C.C([O:13][C:14]([CH2:16][N:17]1[CH:21]=[C:20]([B:22]2[O:30][C:27]([CH3:29])([CH3:28])[C:24]([CH3:26])([CH3:25])[O:23]2)[CH:19]=[N:18]1)=O)C.C(C(C(C([O-])=O)O)O)([O-])=O.[Na+].[K+]. Given the product [CH3:1][N:2]([CH3:6])[CH2:3][CH2:4][NH:5][C:14](=[O:13])[CH2:16][N:17]1[CH:21]=[C:20]([B:22]2[O:30][C:27]([CH3:28])([CH3:29])[C:24]([CH3:26])([CH3:25])[O:23]2)[CH:19]=[N:18]1, predict the reactants needed to synthesize it. (2) Given the product [C:1]([O:5][C:6](=[O:23])[NH:7][C:8]1[CH:13]=[C:12]([N:14]2[CH2:15][CH2:16][CH2:17][CH2:18]2)[C:11]([CH3:19])=[CH:10][C:9]=1[NH2:20])([CH3:4])([CH3:2])[CH3:3], predict the reactants needed to synthesize it. The reactants are: [C:1]([O:5][C:6](=[O:23])[NH:7][C:8]1[CH:13]=[C:12]([N:14]2[CH2:18][CH2:17][CH2:16][CH2:15]2)[C:11]([CH3:19])=[CH:10][C:9]=1[N+:20]([O-])=O)([CH3:4])([CH3:3])[CH3:2].